This data is from Full USPTO retrosynthesis dataset with 1.9M reactions from patents (1976-2016). The task is: Predict the reactants needed to synthesize the given product. (1) Given the product [Cl:28][CH2:27][CH2:26][CH2:25][CH2:24][O:11][C:6]1[C:7]([O:9][CH3:10])=[CH:8][C:3]([C:1]#[N:2])=[C:4]([N:12]=[CH:13][N:14]([CH3:15])[CH3:16])[CH:5]=1, predict the reactants needed to synthesize it. The reactants are: [C:1]([C:3]1[CH:8]=[C:7]([O:9][CH3:10])[C:6]([OH:11])=[CH:5][C:4]=1[N:12]=[CH:13][N:14]([CH3:16])[CH3:15])#[N:2].C(=O)([O-])[O-].[K+].[K+].Br[CH2:24][CH2:25][CH2:26][CH2:27][Cl:28].O. (2) Given the product [Cl:1][C:2]1[N:7]=[C:6]([NH:17][C:14]2[CH:13]=[C:12]([N:11]([CH3:18])[CH3:10])[NH:16][N:15]=2)[C:5]([F:9])=[CH:4][N:3]=1, predict the reactants needed to synthesize it. The reactants are: [Cl:1][C:2]1[N:7]=[C:6](Cl)[C:5]([F:9])=[CH:4][N:3]=1.[CH3:10][N:11]([CH3:18])[C:12]1[NH:16][N:15]=[C:14]([NH2:17])[CH:13]=1.CCN(C(C)C)C(C)C. (3) Given the product [CH3:23][S:20]([O:9][C@H:6]1[CH2:7][CH2:8][C@@H:3]([Si:2]([CH3:11])([CH3:10])[CH3:1])[CH2:4][CH2:5]1)(=[O:21])=[O:19], predict the reactants needed to synthesize it. The reactants are: [CH3:1][Si:2]([CH3:11])([CH3:10])[C@@H:3]1[CH2:8][CH2:7][C@H:6]([OH:9])[CH2:5][CH2:4]1.CCN(CC)CC.[O:19](S(C)(=O)=O)[S:20]([CH3:23])(=O)=[O:21]. (4) The reactants are: [CH:1]1([S:6]([C:9]2[CH:10]=[C:11]([CH2:15][CH2:16][CH2:17][CH2:18][O:19][CH2:20][CH2:21][CH2:22][CH2:23][CH2:24][CH2:25][N:26]3[CH2:30][C@@H:29]([C:31]4[CH:42]=[CH:41][C:34]5[O:35][C:36]([CH3:40])([CH3:39])[O:37][CH2:38][C:33]=5[CH:32]=4)[O:28]C3=O)[CH:12]=[CH:13][CH:14]=2)(=[O:8])=[O:7])[CH2:5][CH2:4][CH2:3][CH2:2]1.C[Si](C)(C)[O-].[K+]. Given the product [CH:1]1([S:6]([C:9]2[CH:10]=[C:11]([CH2:15][CH2:16][CH2:17][CH2:18][O:19][CH2:20][CH2:21][CH2:22][CH2:23][CH2:24][CH2:25][NH:26][CH2:30][C@@H:29]([C:31]3[CH:42]=[CH:41][C:34]4[O:35][C:36]([CH3:39])([CH3:40])[O:37][CH2:38][C:33]=4[CH:32]=3)[OH:28])[CH:12]=[CH:13][CH:14]=2)(=[O:8])=[O:7])[CH2:2][CH2:3][CH2:4][CH2:5]1, predict the reactants needed to synthesize it.